The task is: Predict the reaction yield, written as a fraction of the theoretical maximum amount of product (1.0 means a 100% yield; for example, 0.34 means a 34% yield).. This data is from Reaction yield outcomes from USPTO patents with 853,638 reactions. (1) The catalyst is CN(C=O)C.O. The product is [Cl:65][C:63]1[CH:64]=[C:59]([O:58][CH:55]2[CH2:54][CH2:53][N:52]([C:50](=[O:51])[CH2:49][NH:48][C:23]([C:21]3[N:20]=[N:19][N:18]([C:13]4[CH:14]=[C:15]([F:17])[CH:16]=[C:11]([F:10])[CH:12]=4)[CH:22]=3)=[O:25])[CH2:57][CH2:56]2)[CH:60]=[N:61][CH:62]=1. The yield is 0.544. The reactants are CCN(C(C)C)C(C)C.[F:10][C:11]1[CH:12]=[C:13]([N:18]2[CH:22]=[C:21]([C:23]([OH:25])=O)[N:20]=[N:19]2)[CH:14]=[C:15]([F:17])[CH:16]=1.C1C=CC2N(O)N=NC=2C=1.CCN=C=NCCCN(C)C.Cl.[NH2:48][CH2:49][C:50]([N:52]1[CH2:57][CH2:56][CH:55]([O:58][C:59]2[CH:60]=[N:61][CH:62]=[C:63]([Cl:65])[CH:64]=2)[CH2:54][CH2:53]1)=[O:51]. (2) The reactants are [OH-:1].[Na+].C(Cl)Cl.[C:6](Cl)(Cl)=[O:7].[C:10]1([OH:16])[CH:15]=[CH:14][CH:13]=[CH:12][CH:11]=1. The catalyst is O. The product is [C:6](=[O:7])([O:1][C:10]1[CH:15]=[CH:14][CH:13]=[CH:12][CH:11]=1)[O:16][C:10]1[CH:15]=[CH:14][CH:13]=[CH:12][CH:11]=1. The yield is 0.999. (3) The yield is 0.360. The catalyst is C(COC)OC.O.C1C=CC([P]([Pd]([P](C2C=CC=CC=2)(C2C=CC=CC=2)C2C=CC=CC=2)([P](C2C=CC=CC=2)(C2C=CC=CC=2)C2C=CC=CC=2)[P](C2C=CC=CC=2)(C2C=CC=CC=2)C2C=CC=CC=2)(C2C=CC=CC=2)C2C=CC=CC=2)=CC=1. The product is [Si:1]([O:8][CH2:9][C:10]1([CH3:38])[S:16][CH2:15][CH2:14][N:13]2[C:17]([C:20]3([C:23]4[CH:24]=[CH:25][C:26]([C:40]5[C:45]([Cl:46])=[CH:44][CH:43]=[CH:42][N:41]=5)=[CH:27][CH:28]=4)[CH2:21][CH2:22]3)=[N:18][N:19]=[C:12]2[CH2:11]1)([C:4]([CH3:7])([CH3:6])[CH3:5])([CH3:3])[CH3:2]. The reactants are [Si:1]([O:8][CH2:9][C:10]1([CH3:38])[S:16][CH2:15][CH2:14][N:13]2[C:17]([C:20]3([C:23]4[CH:28]=[CH:27][C:26](B5OC(C)(C)C(C)(C)O5)=[CH:25][CH:24]=4)[CH2:22][CH2:21]3)=[N:18][N:19]=[C:12]2[CH2:11]1)([C:4]([CH3:7])([CH3:6])[CH3:5])([CH3:3])[CH3:2].Br[C:40]1[C:45]([Cl:46])=[CH:44][CH:43]=[CH:42][N:41]=1.C(=O)([O-])[O-].[K+].[K+].C(=O)([O-])O.[Na+]. (4) The reactants are [CH:1]1[CH:6]=[CH:5][C:4]([C:7]2[C:12]([N:13]=[C:14]=[O:15])=[CH:11][CH:10]=[CH:9][CH:8]=2)=[CH:3][CH:2]=1.Cl.[N:17]12[CH2:24][CH2:23][CH:20]([CH2:21][CH2:22]1)[C@@H:19](O)[CH2:18]2.CN(C)C=[O:29]. The catalyst is C(OCC)(=O)C. The product is [N:17]12[CH2:18][CH:19]([CH2:21][CH2:22]1)[C@H:20]([O:15][C:14](=[O:29])[NH:13][C:12]1[CH:11]=[CH:10][CH:9]=[CH:8][C:7]=1[C:4]1[CH:3]=[CH:2][CH:1]=[CH:6][CH:5]=1)[CH2:23][CH2:24]2. The yield is 0.990. (5) The catalyst is C(Cl)Cl. The reactants are C(OC([NH:8][C:9]1[CH:14]=[CH:13][C:12]([CH:15]([NH:23][C:24](=[O:32])[NH:25][CH2:26][C:27]([O:29][CH2:30][CH3:31])=[O:28])[CH2:16][C:17](=[O:22])[NH:18][CH2:19][C:20]#[CH:21])=[CH:11][CH:10]=1)=O)(C)(C)C.C(O)(C(F)(F)F)=O. The product is [NH2:8][C:9]1[CH:14]=[CH:13][C:12]([CH:15]([NH:23][C:24](=[O:32])[NH:25][CH2:26][C:27]([O:29][CH2:30][CH3:31])=[O:28])[CH2:16][C:17](=[O:22])[NH:18][CH2:19][C:20]#[CH:21])=[CH:11][CH:10]=1. The yield is 0.600. (6) The reactants are [CH2:1]([NH:3][C:4](=[O:11])[NH:5]OCC(O)=O)[CH3:2].[NH2:12][C@@H:13]([CH2:37][CH:38]1[CH2:43][CH2:42][CH2:41][CH2:40][CH2:39]1)[C:14]([N:16]([C@@H:28]([CH3:36])[CH:29]([O:33][CH2:34][CH3:35])[O:30][CH2:31][CH3:32])[CH2:17][C:18]1[C:27]2[C:22](=[CH:23][CH:24]=[CH:25][CH:26]=2)[CH:21]=[CH:20][CH:19]=1)=[O:15]. No catalyst specified. The product is [CH:38]1([CH2:37][C@H:13]([NH:12][C:29](=[O:30])[CH2:28][N:16]([CH3:14])[NH:5][C:4]([NH:3][CH2:1][CH3:2])=[O:11])[C:14]([N:16]([C@@H:28]([CH3:36])[CH:29]([O:33][CH2:34][CH3:35])[O:30][CH2:31][CH3:32])[CH2:17][C:18]2[C:27]3[C:22](=[CH:23][CH:24]=[CH:25][CH:26]=3)[CH:21]=[CH:20][CH:19]=2)=[O:15])[CH2:39][CH2:40][CH2:41][CH2:42][CH2:43]1. The yield is 0.230. (7) The reactants are [CH3:1][O:2][C:3]1[N:8]=[C:7]([O:9][CH:10]2[CH2:14][CH:13]([C:15](O)=[O:16])[CH:12]([C:18](=[O:30])[NH:19][C:20]3([C:25]([O:27][CH2:28][CH3:29])=[O:26])[CH2:22][CH:21]3[CH:23]=[CH2:24])[CH2:11]2)[CH:6]=[C:5]([O:31][CH3:32])[N:4]=1.[CH3:33][NH:34][CH:35]=[CH:36][CH2:37][CH2:38][CH2:39][CH3:40].CCN(C(C)C)C(C)C.CN(C(ON1N=NC2C=CC=NC1=2)=[N+](C)C)C.F[P-](F)(F)(F)(F)F. The catalyst is CN(C=O)C. The product is [CH2:28]([O:27][C:25]([C:20]1([NH:19][C:18]([CH:12]2[CH2:11][CH:10]([O:9][C:7]3[CH:6]=[C:5]([O:31][CH3:32])[N:4]=[C:3]([O:2][CH3:1])[N:8]=3)[CH2:14][CH:13]2[C:15](=[O:16])[N:34]([CH2:35][CH2:36][CH2:37][CH2:38][CH:39]=[CH2:40])[CH3:33])=[O:30])[CH2:22][CH:21]1[CH:23]=[CH2:24])=[O:26])[CH3:29]. The yield is 0.740.